From a dataset of Forward reaction prediction with 1.9M reactions from USPTO patents (1976-2016). Predict the product of the given reaction. (1) Given the reactants [NH:1]([C:3]1[CH:8]=[CH:7][CH:6]=[CH:5][N:4]=1)[NH2:2].O=[C:10]1[CH2:14][CH2:13][CH2:12][CH:11]1[C:15]#[N:16].Cl, predict the reaction product. The product is: [N:4]1[CH:5]=[CH:6][CH:7]=[CH:8][C:3]=1[NH:1][N:2]=[C:10]1[CH2:14][CH2:13][CH2:12][CH:11]1[C:15]#[N:16]. (2) Given the reactants ClC1C=CC([C:10]2[CH2:14][C:13]([C:19]3[CH:24]=[C:23]([Cl:25])[CH:22]=[C:21]([Cl:26])[CH:20]=3)([C:15]([F:18])([F:17])[F:16])[O:12][N:11]=2)=CC=1CN.[C:27]([CH2:29][C:30]([OH:32])=O)#[N:28].[ClH:33].CN(C)[CH2:36][CH2:37][CH2:38][N:39]=C=NCC.C(=O)([O-])O.[Na+], predict the reaction product. The product is: [Cl:33][C:10]1[CH:14]=[CH:13][CH:15]=[CH:36][C:37]=1[CH:38]([C:10]1[CH2:14][C:13]([C:19]2[CH:20]=[C:21]([Cl:26])[CH:22]=[C:23]([Cl:25])[CH:24]=2)([C:15]([F:18])([F:16])[F:17])[O:12][N:11]=1)[NH:39][C:30](=[O:32])[CH2:29][C:27]#[N:28]. (3) Given the reactants C(O)C.C1(C)C(C)=CC=CC=1.[CH:12]1[C:17]2[C@@H]3[C@:26](O)([CH2:27][O:28][C:16]=2[C:15]([OH:32])=C(O)C=1)[CH2:25][C:24]1C3=CC(O)=C(O)C=1.C1C=CC2C3(C4C=C(Br)C(O)=C(Br)C=4OC4C(Br)=C(O)C(Br)=CC3=4)OC(=O)C=2C=1, predict the reaction product. The product is: [CH3:24][CH2:25][CH2:26][CH2:27][O:28][C@H:16]([CH2:15][OH:32])[CH2:17][CH3:12]. (4) Given the reactants C([O:3][C:4](=O)[C:5]([CH3:12])([N:7]1[CH2:11][CH2:10][CH2:9][CH2:8]1)[CH3:6])C.CO.[BH4-].[Li+], predict the reaction product. The product is: [CH3:6][C:5]([N:7]1[CH2:11][CH2:10][CH2:9][CH2:8]1)([CH3:12])[CH2:4][OH:3]. (5) Given the reactants C([O:3][C:4](=[O:30])[CH:5]([CH2:20][C:21]1[CH:26]=[C:25]([F:27])[C:24]([F:28])=[C:23]([F:29])[CH:22]=1)[N:6]=C(C1C=CC=CC=1)C1C=CC=CC=1)C.[ClH:31], predict the reaction product. The product is: [ClH:31].[F:27][C:25]1[CH:26]=[C:21]([CH:22]=[C:23]([F:29])[C:24]=1[F:28])[CH2:20][CH:5]([C:4]([OH:30])=[O:3])[NH2:6]. (6) Given the reactants O1[CH2:5][CH2:4][NH:3][C:2]1=O.[CH2:7]([C@H:14]1[CH2:18][O:17][C:16](=[O:19])[NH:15]1)[C:8]1[CH:13]=[CH:12][CH:11]=[CH:10][CH:9]=1, predict the reaction product. The product is: [CH2:7]([C@H:14]1[CH2:18][O:17][C:16](=[O:19])[N:15]1[CH2:9][CH2:8][CH2:7][CH:14]1[CH2:5][CH2:4][NH:3][CH2:2][CH2:18]1)[C:8]1[CH:9]=[CH:10][CH:11]=[CH:12][CH:13]=1. (7) Given the reactants C([O:3][C:4](=[O:42])[CH2:5][C:6]1[CH:11]=[CH:10][C:9]([O:12][CH3:13])=[C:8]([C:14]2[N:18]([CH:19]([CH3:21])[CH3:20])[C:17]3[CH:22]([C:35]4[CH:40]=[CH:39][C:38]([Cl:41])=[CH:37][CH:36]=4)[N:23]([C:26]4[CH:31]=[C:30]([Cl:32])[C:29](=[O:33])[N:28]([CH3:34])[CH:27]=4)[C:24](=[O:25])[C:16]=3[CH:15]=2)[CH:7]=1)C.[Li+].[OH-].C(O)(=O)CC(CC(O)=O)(C(O)=O)O, predict the reaction product. The product is: [Cl:32][C:30]1[C:29](=[O:33])[N:28]([CH3:34])[CH:27]=[C:26]([N:23]2[C:24](=[O:25])[C:16]3[CH:15]=[C:14]([C:8]4[CH:7]=[C:6]([CH2:5][C:4]([OH:42])=[O:3])[CH:11]=[CH:10][C:9]=4[O:12][CH3:13])[N:18]([CH:19]([CH3:21])[CH3:20])[C:17]=3[CH:22]2[C:35]2[CH:40]=[CH:39][C:38]([Cl:41])=[CH:37][CH:36]=2)[CH:31]=1. (8) Given the reactants [Cl:1][C:2]1[C:10]2[N:9]=[C:8]3[N:11]([C:16]4[C:17]([CH3:24])=[CH:18][C:19](C#N)=[N:20][CH:21]=4)[CH2:12][CH2:13][CH2:14][CH2:15][N:7]3[C:6]=2[C:5]([CH:25]([CH2:28][CH3:29])[CH2:26][CH3:27])=[CH:4][CH:3]=1.C[Mg]Br.C([O:35][CH2:36][CH3:37])C.C(=O)([O-])O.[Na+], predict the reaction product. The product is: [Cl:1][C:2]1[C:10]2[N:9]=[C:8]3[N:11]([C:16]4[C:17]([CH3:24])=[CH:18][C:19]([C:36](=[O:35])[CH3:37])=[N:20][CH:21]=4)[CH2:12][CH2:13][CH2:14][CH2:15][N:7]3[C:6]=2[C:5]([CH:25]([CH2:28][CH3:29])[CH2:26][CH3:27])=[CH:4][CH:3]=1. (9) Given the reactants [CH3:1][O:2][C:3](=[O:26])[C:4]1[CH:9]=[C:8](I)[CH:7]=[N:6][C:5]=1[O:11][C:12]1[CH:17]=[CH:16][C:15]([O:18][C:19]2[CH:24]=[CH:23][CH:22]=[C:21]([F:25])[CH:20]=2)=[CH:14][CH:13]=1.[C:27]([O:31][C:32](=[O:40])[NH:33][CH:34]1[CH2:39][CH2:38][NH:37][CH2:36][CH2:35]1)([CH3:30])([CH3:29])[CH3:28].C(=O)([O-])[O-].[Cs+].[Cs+], predict the reaction product. The product is: [CH3:1][O:2][C:3]([C:4]1[CH:9]=[C:8]([N:37]2[CH2:36][CH2:35][CH:34]([NH:33][C:32]([O:31][C:27]([CH3:30])([CH3:29])[CH3:28])=[O:40])[CH2:39][CH2:38]2)[CH:7]=[N:6][C:5]=1[O:11][C:12]1[CH:17]=[CH:16][C:15]([O:18][C:19]2[CH:24]=[CH:23][CH:22]=[C:21]([F:25])[CH:20]=2)=[CH:14][CH:13]=1)=[O:26]. (10) The product is: [CH2:19]([N:16]1[CH2:17][CH2:18][N:13]2[N:12]=[C:11]([NH:10][C:4]3[C:5](=[O:9])[N:6]([CH3:8])[CH:7]=[C:2]([C:28]4[C:27]([CH2:26][O:25][C:22](=[O:24])[CH3:23])=[C:32]([N:33]5[CH2:44][CH2:43][N:42]6[C:35](=[CH:36][C:37]7[CH2:38][C:39]([CH3:45])([CH3:46])[CH2:40][C:41]=76)[C:34]5=[O:47])[CH:31]=[C:30]([F:48])[CH:29]=4)[CH:3]=3)[CH:21]=[C:14]2[CH2:15]1)[CH3:20]. Given the reactants Br[C:2]1[CH:3]=[C:4]([NH:10][C:11]2[CH:21]=[C:14]3[CH2:15][N:16]([CH2:19][CH3:20])[CH2:17][CH2:18][N:13]3[N:12]=2)[C:5](=[O:9])[N:6]([CH3:8])[CH:7]=1.[C:22]([O:25][CH2:26][C:27]1[C:32]([N:33]2[CH2:44][CH2:43][N:42]3[C:35](=[CH:36][C:37]4[CH2:38][C:39]([CH3:46])([CH3:45])[CH2:40][C:41]=43)[C:34]2=[O:47])=[CH:31][C:30]([F:48])=[CH:29][C:28]=1B1OC(C)(C)C(C)(C)O1)(=[O:24])[CH3:23].COCCOC.C(=O)([O-])[O-].[Na+].[Na+], predict the reaction product.